Dataset: Catalyst prediction with 721,799 reactions and 888 catalyst types from USPTO. Task: Predict which catalyst facilitates the given reaction. (1) Reactant: [F:1][C:2]([F:15])([F:14])[C:3]1[CH:4]=[C:5]2[C:11]([CH:12]=[O:13])=[CH:10][NH:9][C:6]2=[N:7][CH:8]=1.[CH2:16](I)[CH3:17].C(=O)([O-])[O-].[K+].[K+].O. Product: [CH2:16]([N:9]1[C:6]2=[N:7][CH:8]=[C:3]([C:2]([F:1])([F:14])[F:15])[CH:4]=[C:5]2[C:11]([CH:12]=[O:13])=[CH:10]1)[CH3:17]. The catalyst class is: 9. (2) Reactant: [S:1]1[C:5]2[CH:6]=[CH:7][CH:8]=[CH:9][C:4]=2[CH:3]=[C:2]1[CH2:10][C:11]1[CH:12]=[C:13]([C@@:18]2([O:28][C@H:27]([CH2:29][OH:30])[C@@H:25]([OH:26])[C@H:23]([OH:24])[C@H:21]2[OH:22])[O:19][CH3:20])[CH:14]=[CH:15][C:16]=1[F:17].C(O[C:35](=[O:37])[CH3:36])(=O)C.Cl. Product: [C:18]([O:22][C@@H:21]1[C@@H:23]([O:24][C:21](=[O:22])[CH3:23])[C@H:25]([O:26][C:25](=[O:26])[CH3:27])[C@@H:27]([CH2:29][O:30][C:35](=[O:37])[CH3:36])[O:28][C@:18]1([C:13]1[CH:14]=[CH:15][C:16]([F:17])=[C:11]([CH2:10][C:2]2[S:1][C:5]3[CH:6]=[CH:7][CH:8]=[CH:9][C:4]=3[CH:3]=2)[CH:12]=1)[O:19][CH3:20])(=[O:19])[CH3:13]. The catalyst class is: 341.